This data is from Full USPTO retrosynthesis dataset with 1.9M reactions from patents (1976-2016). The task is: Predict the reactants needed to synthesize the given product. Given the product [C:1]([C:5]1[C:14]2[O:13][CH:12]([CH:15]([CH3:17])[CH3:16])[CH2:11][NH:10][C:9]=2[CH:8]=[CH:7][CH:6]=1)([CH3:4])([CH3:3])[CH3:2], predict the reactants needed to synthesize it. The reactants are: [C:1]([C:5]1[C:14]2[O:13][CH:12]([CH:15]([CH3:17])[CH3:16])[C:11](=O)[NH:10][C:9]=2[CH:8]=[CH:7][CH:6]=1)([CH3:4])([CH3:3])[CH3:2].B.O1CCCC1.Cl.O.